From a dataset of Reaction yield outcomes from USPTO patents with 853,638 reactions. Predict the reaction yield, written as a fraction of the theoretical maximum amount of product (1.0 means a 100% yield; for example, 0.34 means a 34% yield). (1) The reactants are Cl[C:2]1[N:11]=[C:10]([NH:12][CH2:13][CH2:14][NH:15][C:16](=[O:22])[O:17][C:18]([CH3:21])([CH3:20])[CH3:19])[C:9]2[C:4](=[CH:5][CH:6]=[C:7]([CH3:23])[CH:8]=2)[N:3]=1.[S:24]1[C:30]2[CH:31]=[CH:32][CH:33]=[CH:34][C:29]=2[CH2:28][NH:27][CH2:26][CH2:25]1.C(N(CC)CC)C. The catalyst is C(O)CCC. The product is [S:24]1[C:30]2[CH:31]=[CH:32][CH:33]=[CH:34][C:29]=2[CH2:28][N:27]([C:2]2[N:11]=[C:10]([NH:12][CH2:13][CH2:14][NH:15][C:16](=[O:22])[O:17][C:18]([CH3:21])([CH3:20])[CH3:19])[C:9]3[C:4](=[CH:5][CH:6]=[C:7]([CH3:23])[CH:8]=3)[N:3]=2)[CH2:26][CH2:25]1. The yield is 0.550. (2) The reactants are [NH:1]1[CH2:8][CH2:7][CH2:6][C@@H:2]1[C:3]([OH:5])=[O:4].[C:9](Cl)(=[O:13])[C:10]([CH3:12])=[CH2:11]. The catalyst is [OH-].[Na+].CC(C)=O. The product is [C:9]([N:1]1[CH2:8][CH2:7][CH2:6][C@@H:2]1[C:3]([OH:5])=[O:4])(=[O:13])[C:10]([CH3:12])=[CH2:11]. The yield is 0.680. (3) The reactants are B(Cl)(Cl)Cl.[F:5][C:6]1[C:11]([CH:12]=[O:13])=[C:10]([O:14]C)[C:9]([O:16][CH3:17])=[CH:8][CH:7]=1.O. The catalyst is ClCCl. The product is [F:5][C:6]1[C:11]([CH:12]=[O:13])=[C:10]([OH:14])[C:9]([O:16][CH3:17])=[CH:8][CH:7]=1. The yield is 0.940. (4) The reactants are Br[C:2]1[CH:3]=[CH:4][CH:5]=[C:6]2[C:10]=1[NH:9][CH:8]=[CH:7]2.[C:11]1(B(O)O)[CH:16]=[CH:15][CH:14]=[CH:13][CH:12]=1.C(=O)([O-])[O-].[K+].[K+].ClCCl. The catalyst is O1CCOCC1.O.C1C=CC(P(C2C=CC=CC=2)[C-]2C=CC=C2)=CC=1.C1C=CC(P(C2C=CC=CC=2)[C-]2C=CC=C2)=CC=1.Cl[Pd]Cl.[Fe+2]. The product is [C:11]1([C:2]2[CH:3]=[CH:4][CH:5]=[C:6]3[C:10]=2[NH:9][CH:8]=[CH:7]3)[CH:16]=[CH:15][CH:14]=[CH:13][CH:12]=1. The yield is 0.930. (5) The reactants are [F:1][C:2]1[CH:7]=[CH:6][C:5]([N:8]=[C:9]=[O:10])=[CH:4][C:3]=1[C:11]([F:14])([F:13])[F:12].[C:15]([N:19]1[CH2:24][CH2:23][N:22](C(OC(C)(C)C)=O)[C@@H:21]([C:32]([N:34]2[CH2:39][CH2:38][NH:37][CH2:36][CH2:35]2)=[O:33])[CH2:20]1)([CH3:18])([CH3:17])[CH3:16]. The catalyst is C1COCC1. The product is [NH3:8].[CH3:9][OH:10].[C:15]([N:19]1[CH2:24][CH2:23][NH:22][C@@H:21]([C:32]([N:34]2[CH2:39][CH2:38][N:37]([C:9]([NH:8][C:5]3[CH:6]=[CH:7][C:2]([F:1])=[C:3]([C:11]([F:12])([F:13])[F:14])[CH:4]=3)=[O:10])[CH2:36][CH2:35]2)=[O:33])[CH2:20]1)([CH3:18])([CH3:16])[CH3:17]. The yield is 0.100. (6) The reactants are [C]=O.FC(F)(F)S(O[C:9]1[CH:10]=[C:11]2[C:16](=[CH:17][CH:18]=1)[C:15]([C:19]([O:21][CH3:22])=[O:20])=[CH:14][CH:13]=[CH:12]2)(=O)=O.C1(P(C2C=CC=CC=2)CCCP(C2C=CC=CC=2)C2C=CC=CC=2)C=CC=CC=1.C(N(CC)CC)C.C([SiH](CCCCCCCC)CCCCCCCC)CCCCCCC.CN([CH:89]=[O:90])C. The catalyst is CC([O-])=O.CC([O-])=O.[Pd+2]. The product is [CH:89]([C:9]1[CH:10]=[C:11]2[C:16](=[CH:17][CH:18]=1)[C:15]([C:19]([O:21][CH3:22])=[O:20])=[CH:14][CH:13]=[CH:12]2)=[O:90]. The yield is 0.360.